Predict the product of the given reaction. From a dataset of Forward reaction prediction with 1.9M reactions from USPTO patents (1976-2016). Given the reactants [NH2:1][C:2]1[CH:7]=[CH:6][C:5]([OH:8])=[CH:4][C:3]=1[Cl:9].[H-].[Na+].Cl[C:13]1[C:22]2[C:17](=[CH:18][C:19]([O:27][CH3:28])=[C:20]([C:23]([O:25][CH3:26])=[O:24])[CH:21]=2)[N:16]=[CH:15][CH:14]=1.C(OCC)(=O)C, predict the reaction product. The product is: [NH2:1][C:2]1[CH:7]=[CH:6][C:5]([O:8][C:13]2[C:22]3[C:17](=[CH:18][C:19]([O:27][CH3:28])=[C:20]([C:23]([O:25][CH3:26])=[O:24])[CH:21]=3)[N:16]=[CH:15][CH:14]=2)=[CH:4][C:3]=1[Cl:9].